The task is: Predict the reactants needed to synthesize the given product.. This data is from Full USPTO retrosynthesis dataset with 1.9M reactions from patents (1976-2016). (1) Given the product [CH:1]1([C:4]2[NH:8][C:7]3[CH:9]=[C:10]([C:26]4[C:27]([CH3:32])=[N:28][O:29][C:30]=4[CH3:31])[CH:11]=[C:12]([C:13]([OH:25])([CH:14]4[CH2:18][CH2:17][CH2:16][O:15]4)[C:19]4[CH:20]=[N+:21]([O-:41])[CH:22]=[CH:23][CH:24]=4)[C:6]=3[N:5]=2)[CH2:3][CH2:2]1, predict the reactants needed to synthesize it. The reactants are: [CH:1]1([C:4]2[NH:8][C:7]3[CH:9]=[C:10]([C:26]4[C:27]([CH3:32])=[N:28][O:29][C:30]=4[CH3:31])[CH:11]=[C:12]([C:13]([OH:25])([C:19]4[CH:20]=[N:21][CH:22]=[CH:23][CH:24]=4)[CH:14]4[CH2:18][CH2:17][CH2:16][O:15]4)[C:6]=3[N:5]=2)[CH2:3][CH2:2]1.C1C=C(Cl)C=C(C(OO)=[O:41])C=1. (2) Given the product [Cl:15][C:8]1[C:9]2[C:4](=[CH:3][C:2]([Cl:1])=[CH:11][CH:10]=2)[CH:5]=[N:6][N:7]=1, predict the reactants needed to synthesize it. The reactants are: [Cl:1][C:2]1[CH:3]=[C:4]2[C:9](=[CH:10][CH:11]=1)[C:8](=O)[NH:7][N:6]=[CH:5]2.P(Cl)(Cl)([Cl:15])=O. (3) Given the product [C:1]([O:5][C:6]([N:8]1[CH2:9][CH2:10][C:11]2([NH:15][C:14](=[O:16])[N:13]([CH3:22])[C:12]2=[O:17])[CH2:18][CH2:19]1)=[O:7])([CH3:4])([CH3:2])[CH3:3], predict the reactants needed to synthesize it. The reactants are: [C:1]([O:5][C:6]([N:8]1[CH2:19][CH2:18][C:11]2([NH:15][C:14](=[O:16])[NH:13][C:12]2=[O:17])[CH2:10][CH2:9]1)=[O:7])([CH3:4])([CH3:3])[CH3:2].CI.[C:22](=O)([O-])[O-].[K+].[K+]. (4) Given the product [Cl:18][C:13]1[CH:12]=[C:11]([C@H:10]([NH:19][C:20]([N:22]2[CH2:31][CH2:30][C:29]3[CH:28]=[N:27][C:26]([NH:32][CH:33]([CH3:36])[CH2:34][F:35])=[N:25][C:24]=3[CH2:23]2)=[O:21])[CH2:9][OH:8])[CH:16]=[CH:15][C:14]=1[Cl:17], predict the reactants needed to synthesize it. The reactants are: [Si]([O:8][CH2:9][C@@H:10]([NH:19][C:20]([N:22]1[CH2:31][CH2:30][C:29]2[CH:28]=[N:27][C:26]([NH:32][CH:33]([CH3:36])[CH2:34][F:35])=[N:25][C:24]=2[CH2:23]1)=[O:21])[C:11]1[CH:16]=[CH:15][C:14]([Cl:17])=[C:13]([Cl:18])[CH:12]=1)(C(C)(C)C)(C)C.Cl.CC(O)C. (5) The reactants are: [NH2:1][C:2]1[CH:3]=[C:4]2[C:9]3=[C:10]([CH2:12][CH2:13][CH2:14][N:8]3[CH2:7][C@@H:6]3[CH2:15][N:16](C(OC(C)(C)C)=O)[CH2:17][C@@H:5]23)[CH:11]=1.CC(C)([O-])C.[Na+].Br[C:32]1[CH:33]=[C:34]([C:39]([F:42])([F:41])[F:40])[CH:35]=[CH:36][C:37]=1[Cl:38].C1C=CC(P(C2C(C3C(P(C4C=CC=CC=4)C4C=CC=CC=4)=CC=C4C=3C=CC=C4)=C3C(C=CC=C3)=CC=2)C2C=CC=CC=2)=CC=1.NC1C=CC=CC=1. Given the product [Cl:38][C:37]1[CH:32]=[CH:33][C:34]([C:39]([F:40])([F:41])[F:42])=[CH:35][C:36]=1[NH:1][C:2]1[CH:3]=[C:4]2[C:9]3=[C:10]([CH2:12][CH2:13][CH2:14][N:8]3[CH2:7][C@@H:6]3[CH2:15][NH:16][CH2:17][C@@H:5]23)[CH:11]=1, predict the reactants needed to synthesize it. (6) Given the product [Br:13][C:9]1[C:8]2[O:14][CH2:15][CH2:16][C:7]=2[CH:12]=[CH:11][CH:10]=1, predict the reactants needed to synthesize it. The reactants are: [Li]CCCC.Br[C:7]1[CH:12]=[CH:11][CH:10]=[C:9]([Br:13])[C:8]=1[O:14][CH2:15][CH2:16]Br.O.C(OCC)(=O)C.